Dataset: Forward reaction prediction with 1.9M reactions from USPTO patents (1976-2016). Task: Predict the product of the given reaction. (1) Given the reactants [C:1]1(=[O:11])[O:6][C:4](=O)[C:3]2=[CH:7][CH:8]=[CH:9][CH:10]=[C:2]12.[CH:12]1([CH2:15][NH2:16])[CH2:14][CH2:13]1.C1(C)C=CC(S(O)(=O)=O)=CC=1, predict the reaction product. The product is: [CH:12]1([CH2:15][N:16]2[C:1](=[O:11])[C:2]3=[CH:10][CH:9]=[CH:8][CH:7]=[C:3]3[C:4]2=[O:6])[CH2:14][CH2:13]1. (2) Given the reactants CCN(C(C)C)C(C)C.[C:10]1([N:16]2[CH:20]=[C:19]([C:21]([NH:23][CH2:24][C:25]([OH:27])=O)=[O:22])[N:18]=[CH:17]2)[CH:15]=[CH:14][CH:13]=[CH:12][CH:11]=1.C1(N2C=C(C(O)=O)N=C2)C=CC=CC=1.C1C=CC2N(O)N=NC=2C=1.CCN=C=NCCCN(C)C.Cl.[Cl:64][C:65]1[CH:76]=[CH:75][CH:74]=[CH:73][C:66]=1[O:67][CH:68]1[CH2:72][CH2:71][NH:70][CH2:69]1.FC(F)(F)C1C=C(C=CC=1)OC1CCNC1, predict the reaction product. The product is: [Cl:64][C:65]1[CH:76]=[CH:75][CH:74]=[CH:73][C:66]=1[O:67][CH:68]1[CH2:72][CH2:71][N:70]([C:25](=[O:27])[CH2:24][NH:23][C:21]([C:19]2[N:18]=[CH:17][N:16]([C:10]3[CH:11]=[CH:12][CH:13]=[CH:14][CH:15]=3)[CH:20]=2)=[O:22])[CH2:69]1. (3) Given the reactants CN1C=CN=C1.[CH:7]1([CH2:12][C@H:13]([CH2:34][N:35]([CH:44]=[O:45])[O:36][CH2:37][C:38]2[CH:43]=[CH:42][CH:41]=[CH:40][CH:39]=2)[C:14]([N:16]2[C@H:20]([C:21]([OH:23])=O)[CH2:19][CH2:18][N:17]2[C:24]([O:26][CH2:27][C:28]2[CH:33]=[CH:32][CH:31]=[CH:30][CH:29]=2)=[O:25])=[O:15])[CH2:11][CH2:10][CH2:9][CH2:8]1.S(Cl)(C)(=O)=O.[CH3:51][N:52]([CH2:54][C:55]1[N:60]=[C:59]([NH2:61])[CH:58]=[CH:57][N:56]=1)[CH3:53], predict the reaction product. The product is: [CH:7]1([CH2:12][C@H:13]([CH2:34][N:35]([CH:44]=[O:45])[O:36][CH2:37][C:38]2[CH:39]=[CH:40][CH:41]=[CH:42][CH:43]=2)[C:14]([N:16]2[C@H:20]([C:21]([NH:61][C:59]3[CH:58]=[CH:57][N:56]=[C:55]([CH2:54][N:52]([CH3:53])[CH3:51])[N:60]=3)=[O:23])[CH2:19][CH2:18][N:17]2[C:24]([O:26][CH2:27][C:28]2[CH:33]=[CH:32][CH:31]=[CH:30][CH:29]=2)=[O:25])=[O:15])[CH2:8][CH2:9][CH2:10][CH2:11]1.